Dataset: Full USPTO retrosynthesis dataset with 1.9M reactions from patents (1976-2016). Task: Predict the reactants needed to synthesize the given product. (1) Given the product [NH2:26][C:12]1[N:11]=[C:10]([C:7]2[CH:8]=[CH:9][C:4]([C:3]([OH:28])=[O:2])=[C:5]([F:27])[CH:6]=2)[C:15]([C:16]#[C:17][C:18]2[CH:19]=[N:20][C:21]([NH2:24])=[CH:22][CH:23]=2)=[C:14]([CH3:25])[N:13]=1, predict the reactants needed to synthesize it. The reactants are: C[O:2][C:3](=[O:28])[C:4]1[CH:9]=[CH:8][C:7]([C:10]2[C:15]([C:16]#[C:17][C:18]3[CH:19]=[N:20][C:21]([NH2:24])=[CH:22][CH:23]=3)=[C:14]([CH3:25])[N:13]=[C:12]([NH2:26])[N:11]=2)=[CH:6][C:5]=1[F:27]. (2) The reactants are: Br[C:2]1[CH:10]=[CH:9][CH:8]=[CH:7][C:3]=1[C:4]([OH:6])=[O:5].C([O-])([O-])=[O:12].[Na+].[Na+].CN[C@@H]1CCCC[C@H]1NC.Cl. Given the product [C:4]([OH:6])(=[O:5])[C:3]1[C:2](=[CH:10][CH:9]=[CH:8][CH:7]=1)[OH:12], predict the reactants needed to synthesize it. (3) Given the product [F:18][C:19]([F:32])([F:31])[S:20]([O:1][C:2]1[CH2:6][CH2:5][CH:4]([N:7]2[C:8](=[O:17])[C:9]3[C:14](=[CH:13][CH:12]=[CH:11][CH:10]=3)[C:15]2=[O:16])[CH:3]=1)(=[O:22])=[O:21], predict the reactants needed to synthesize it. The reactants are: [O:1]=[C:2]1[CH2:6][CH2:5][CH:4]([N:7]2[C:15](=[O:16])[C:14]3[C:9](=[CH:10][CH:11]=[CH:12][CH:13]=3)[C:8]2=[O:17])[CH2:3]1.[F:18][C:19]([F:32])([F:31])[S:20](O[S:20]([C:19]([F:32])([F:31])[F:18])(=[O:22])=[O:21])(=[O:22])=[O:21].C(N(CC)C(C)C)(C)C. (4) Given the product [Br:6][C:7]1[CH:8]=[C:9]([C:12]([OH:2])=[O:13])[S:10][CH:11]=1, predict the reactants needed to synthesize it. The reactants are: S(=O)(=O)(O)[OH:2].[Br:6][C:7]1[CH:8]=[C:9]([CH:12]=[O:13])[S:10][CH:11]=1. (5) The reactants are: [CH3:1][O:2][C:3]1[CH:10]=[CH:9][C:6]([C:7]#N)=[C:5]([C:11]2[N:16]=[CH:15][CH:14]=[CH:13][N:12]=2)[CH:4]=1.[OH-:17].[Na+].C[OH:20]. Given the product [CH3:1][O:2][C:3]1[CH:10]=[CH:9][C:6]([C:7]([OH:20])=[O:17])=[C:5]([C:11]2[N:16]=[CH:15][CH:14]=[CH:13][N:12]=2)[CH:4]=1, predict the reactants needed to synthesize it. (6) Given the product [Cl:1][C:2]1[CH:3]=[CH:4][C:5]([O:19][CH2:23][C:22]2[CH:25]=[CH:26][C:27]([F:29])=[CH:28][C:21]=2[F:20])=[C:6]([CH2:8][C:9]2[O:13][C:12]([C:14]([O:16][CH2:17][CH3:18])=[O:15])=[CH:11][CH:10]=2)[CH:7]=1, predict the reactants needed to synthesize it. The reactants are: [Cl:1][C:2]1[CH:3]=[CH:4][C:5]([OH:19])=[C:6]([CH2:8][C:9]2[O:13][C:12]([C:14]([O:16][CH2:17][CH3:18])=[O:15])=[CH:11][CH:10]=2)[CH:7]=1.[F:20][C:21]1[CH:28]=[C:27]([F:29])[CH:26]=[CH:25][C:22]=1[CH2:23]Br.C(=O)([O-])[O-].[K+].[K+].